From a dataset of Forward reaction prediction with 1.9M reactions from USPTO patents (1976-2016). Predict the product of the given reaction. Given the reactants C(N1CCO[C@H]([CH2:14][C:15]2[CH:20]=[CH:19][CH:18]=[C:17]([CH2:21]O)[CH:16]=2)C1)(OC(C)(C)C)=O.[CH2:23]([N:30]1[CH2:35][CH2:34][O:33][CH2:32][C:31]1=[O:36])[C:24]1[CH:29]=[CH:28][CH:27]=[CH:26][CH:25]=1.CC1C=C(C=CC=1)CBr, predict the reaction product. The product is: [CH2:23]([N:30]1[CH2:35][CH2:34][O:33][CH:32]([CH2:14][C:15]2[CH:20]=[CH:19][CH:18]=[C:17]([CH3:21])[CH:16]=2)[C:31]1=[O:36])[C:24]1[CH:25]=[CH:26][CH:27]=[CH:28][CH:29]=1.